From a dataset of Catalyst prediction with 721,799 reactions and 888 catalyst types from USPTO. Predict which catalyst facilitates the given reaction. (1) Reactant: [Cl:1][C:2]1[N:7]=[C:6]([Cl:8])[CH:5]=[C:4](Cl)[N:3]=1.[CH:10]12[CH2:19][CH:14]3[CH2:15][CH:16]([CH2:18][CH:12]([CH2:13]3)[CH:11]1[Zn]Br)[CH2:17]2. Product: [CH:10]12[CH2:19][CH:14]3[CH2:15][CH:16]([CH2:18][CH:12]([CH2:13]3)[CH:11]1[C:4]1[CH:5]=[C:6]([Cl:8])[N:7]=[C:2]([Cl:1])[N:3]=1)[CH2:17]2. The catalyst class is: 140. (2) Reactant: Br[C:2]1[N:6]([CH2:7][CH:8]2[CH2:13][CH2:12][CH2:11][CH2:10][CH2:9]2)[C:5]([CH3:14])=[C:4]([S:15]([NH:18][CH2:19][C:20]([CH3:26])([CH3:25])[C:21]([O:23][CH3:24])=[O:22])(=[O:17])=[O:16])[CH:3]=1.[C:27]([NH:31][S:32]([C:35]1[CH:40]=[CH:39][C:38](B2OC(C)(C)C(C)(C)O2)=[CH:37][C:36]=1[C:50]([CH3:53])([CH3:52])[CH3:51])(=[O:34])=[O:33])([CH3:30])([CH3:29])[CH3:28].C([O-])([O-])=O.[Cs+].[Cs+]. Product: [C:50]([C:36]1[CH:37]=[C:38]([C:2]2[N:6]([CH2:7][CH:8]3[CH2:13][CH2:12][CH2:11][CH2:10][CH2:9]3)[C:5]([CH3:14])=[C:4]([S:15]([NH:18][CH2:19][C:20]([CH3:26])([CH3:25])[C:21]([O:23][CH3:24])=[O:22])(=[O:17])=[O:16])[CH:3]=2)[CH:39]=[CH:40][C:35]=1[S:32](=[O:33])(=[O:34])[NH:31][C:27]([CH3:30])([CH3:29])[CH3:28])([CH3:53])([CH3:51])[CH3:52]. The catalyst class is: 117. (3) Reactant: C1(C)C=CC=CC=1.[CH2:8]([CH:11]1[O:16][C:15](=[O:17])[CH:14]([C:18]2[CH:23]=[CH:22][C:21]([C:24]3[CH:29]=[CH:28][C:27]([CH:30]4[CH2:35][CH2:34][CH:33]([CH2:36][CH2:37][CH2:38][CH2:39][CH3:40])[O:32][CH2:31]4)=[C:26]([F:41])[C:25]=3[F:42])=[C:20]([F:43])[C:19]=2[F:44])[CH2:13][CH2:12]1)[CH2:9][CH3:10].[H-].C([Al+]CC(C)C)C(C)C.C1(C)C=CC=CC=1. Product: [CH2:8]([CH:11]1[O:16][CH:15]([OH:17])[CH:14]([C:18]2[CH:23]=[CH:22][C:21]([C:24]3[CH:29]=[CH:28][C:27]([CH:30]4[CH2:35][CH2:34][CH:33]([CH2:36][CH2:37][CH2:38][CH2:39][CH3:40])[O:32][CH2:31]4)=[C:26]([F:41])[C:25]=3[F:42])=[C:20]([F:43])[C:19]=2[F:44])[CH2:13][CH2:12]1)[CH2:9][CH3:10]. The catalyst class is: 106. (4) Reactant: [NH2:1][C:2]1[C:10]([Cl:11])=[CH:9][C:5]([C:6]([OH:8])=[O:7])=[C:4]([O:12][CH2:13][CH3:14])[CH:3]=1.[CH2:15]([O:17][C:18](=[O:31])[CH2:19][CH2:20][CH2:21][CH2:22][N:23]1[CH2:28][CH2:27][O:26][C@@H:25]([CH2:29][NH2:30])[CH2:24]1)[CH3:16].Cl.C(N=C=N[CH2:38][CH2:39][CH2:40][N:41]([CH3:43])C)C.[C:44](=O)(O)[O-].[Na+]. Product: [NH2:1][C:2]1[C:10]([Cl:11])=[CH:9][C:5]([C:6]([NH:30][CH2:29][C@H:25]2[CH2:24][N:23]([CH2:22][CH2:21][CH2:20][CH2:19][C:18]([O:17][C@@H:15]3[CH:38]4[CH2:39][CH2:40][N:41]([CH2:43][CH2:44]4)[CH2:16]3)=[O:31])[CH2:28][CH2:27][O:26]2)=[O:8])=[C:4]([O:12][CH2:13][CH3:14])[CH:3]=1.[CH2:15]([O:17][C:18](=[O:31])[CH2:19][CH2:20][CH2:21][CH2:22][N:23]1[CH2:28][CH2:27][O:26][C@@H:25]([CH2:29][NH:30][C:6](=[O:7])[C:5]2[CH:9]=[C:10]([Cl:11])[C:2]([NH2:1])=[CH:3][C:4]=2[O:12][CH2:13][CH3:14])[CH2:24]1)[CH3:16]. The catalyst class is: 4. (5) Reactant: [CH3:1][O:2][C:3]([C:5]1[S:6][C:7]([C:12]([OH:14])=O)=[CH:8][C:9]=1[CH2:10][CH3:11])=[O:4].C(N(CC)CC)C.CN(C(ON1N=NC2C=CC=CC1=2)=[N+](C)C)C.F[P-](F)(F)(F)(F)F.C1C=CC2N(O)N=NC=2C=1.[NH:56]1[C:64]2[C:59](=[C:60]([CH2:65][NH2:66])[CH:61]=[CH:62][CH:63]=2)[CH:58]=[N:57]1. Product: [CH3:1][O:2][C:3]([C:5]1[S:6][C:7]([C:12](=[O:14])[NH:66][CH2:65][C:60]2[CH:61]=[CH:62][CH:63]=[C:64]3[C:59]=2[CH:58]=[N:57][NH:56]3)=[CH:8][C:9]=1[CH2:10][CH3:11])=[O:4]. The catalyst class is: 3. (6) The catalyst class is: 3. Reactant: [Cl:1][C:2]1[CH:7]=[CH:6][C:5]([C:8]2[S:12][C:11]([C:13]([NH2:15])=[O:14])=[N:10][C:9]=2[C:16]2[CH:21]=[CH:20][C:19]([Cl:22])=[CH:18][C:17]=2[Cl:23])=[CH:4][CH:3]=1.[H-].[Na+].[F:26][C:27]([F:33])([F:32])[CH2:28][CH2:29][CH2:30]Br. Product: [Cl:1][C:2]1[CH:3]=[CH:4][C:5]([C:8]2[S:12][C:11]([C:13]([NH:15][CH2:30][CH2:29][CH2:28][C:27]([F:33])([F:32])[F:26])=[O:14])=[N:10][C:9]=2[C:16]2[CH:21]=[CH:20][C:19]([Cl:22])=[CH:18][C:17]=2[Cl:23])=[CH:6][CH:7]=1. (7) Reactant: [O:1]=[C:2]1[C:10]2[C:5](=[CH:6][CH:7]=[CH:8][CH:9]=2)[C:4](=[O:11])[N:3]1[CH2:12][C:13]1[C:14]([C:19]#[N:20])=[N:15][CH:16]=[CH:17][CH:18]=1.Cl. Product: [NH2:20][CH2:19][C:14]1[C:13]([CH2:12][N:3]2[C:2](=[O:1])[C:10]3[C:5](=[CH:6][CH:7]=[CH:8][CH:9]=3)[C:4]2=[O:11])=[CH:18][CH:17]=[CH:16][N:15]=1. The catalyst class is: 43. (8) Reactant: [C:1]([C:3]1([C:9]2[CH:10]=[C:11]([CH:16]=[CH:17][CH:18]=2)[C:12]([O:14]C)=[O:13])[CH2:8][CH2:7][CH2:6][CH2:5][CH2:4]1)#[N:2].[OH-].[Li+].O1CCCC1.CO. Product: [C:1]([C:3]1([C:9]2[CH:10]=[C:11]([CH:16]=[CH:17][CH:18]=2)[C:12]([OH:14])=[O:13])[CH2:8][CH2:7][CH2:6][CH2:5][CH2:4]1)#[N:2]. The catalyst class is: 6.